This data is from NCI-60 drug combinations with 297,098 pairs across 59 cell lines. The task is: Regression. Given two drug SMILES strings and cell line genomic features, predict the synergy score measuring deviation from expected non-interaction effect. (1) Drug 1: CCC(=C(C1=CC=CC=C1)C2=CC=C(C=C2)OCCN(C)C)C3=CC=CC=C3.C(C(=O)O)C(CC(=O)O)(C(=O)O)O. Drug 2: C1=NC2=C(N=C(N=C2N1C3C(C(C(O3)CO)O)F)Cl)N. Cell line: HT29. Synergy scores: CSS=-6.90, Synergy_ZIP=7.01, Synergy_Bliss=7.82, Synergy_Loewe=3.07, Synergy_HSA=-0.277. (2) Drug 1: CC=C1C(=O)NC(C(=O)OC2CC(=O)NC(C(=O)NC(CSSCCC=C2)C(=O)N1)C(C)C)C(C)C. Drug 2: CS(=O)(=O)CCNCC1=CC=C(O1)C2=CC3=C(C=C2)N=CN=C3NC4=CC(=C(C=C4)OCC5=CC(=CC=C5)F)Cl. Cell line: T-47D. Synergy scores: CSS=15.9, Synergy_ZIP=-1.32, Synergy_Bliss=4.17, Synergy_Loewe=-33.1, Synergy_HSA=2.18. (3) Drug 1: C1=NC2=C(N1)C(=S)N=C(N2)N. Drug 2: CC1=C(C=C(C=C1)NC(=O)C2=CC=C(C=C2)CN3CCN(CC3)C)NC4=NC=CC(=N4)C5=CN=CC=C5. Cell line: T-47D. Synergy scores: CSS=8.27, Synergy_ZIP=-2.96, Synergy_Bliss=3.85, Synergy_Loewe=-1.70, Synergy_HSA=2.77. (4) Drug 1: CS(=O)(=O)C1=CC(=C(C=C1)C(=O)NC2=CC(=C(C=C2)Cl)C3=CC=CC=N3)Cl. Drug 2: CC1=CC2C(CCC3(C2CCC3(C(=O)C)OC(=O)C)C)C4(C1=CC(=O)CC4)C. Cell line: SN12C. Synergy scores: CSS=9.38, Synergy_ZIP=0.962, Synergy_Bliss=7.94, Synergy_Loewe=8.25, Synergy_HSA=8.10. (5) Drug 1: CC12CCC3C(C1CCC2=O)CC(=C)C4=CC(=O)C=CC34C. Drug 2: CC(C)(C#N)C1=CC(=CC(=C1)CN2C=NC=N2)C(C)(C)C#N. Cell line: NCI-H322M. Synergy scores: CSS=6.29, Synergy_ZIP=-1.26, Synergy_Bliss=2.51, Synergy_Loewe=2.23, Synergy_HSA=2.73. (6) Cell line: KM12. Drug 2: C1=CN(C=N1)CC(O)(P(=O)(O)O)P(=O)(O)O. Drug 1: CC1C(C(=O)NC(C(=O)N2CCCC2C(=O)N(CC(=O)N(C(C(=O)O1)C(C)C)C)C)C(C)C)NC(=O)C3=C4C(=C(C=C3)C)OC5=C(C(=O)C(=C(C5=N4)C(=O)NC6C(OC(=O)C(N(C(=O)CN(C(=O)C7CCCN7C(=O)C(NC6=O)C(C)C)C)C)C(C)C)C)N)C. Synergy scores: CSS=27.6, Synergy_ZIP=-2.28, Synergy_Bliss=3.29, Synergy_Loewe=-4.59, Synergy_HSA=0.456. (7) Drug 1: C1CN(P(=O)(OC1)NCCCl)CCCl. Drug 2: C(CCl)NC(=O)N(CCCl)N=O. Cell line: SW-620. Synergy scores: CSS=10.4, Synergy_ZIP=-3.63, Synergy_Bliss=-4.66, Synergy_Loewe=-31.0, Synergy_HSA=-4.63. (8) Drug 1: C1C(C(OC1N2C=C(C(=O)NC2=O)F)CO)O. Drug 2: CN1C(=O)N2C=NC(=C2N=N1)C(=O)N. Cell line: COLO 205. Synergy scores: CSS=38.8, Synergy_ZIP=2.97, Synergy_Bliss=3.57, Synergy_Loewe=-19.1, Synergy_HSA=2.48.